Task: Predict the product of the given reaction.. Dataset: Forward reaction prediction with 1.9M reactions from USPTO patents (1976-2016) (1) Given the reactants [C:1]([CH:3]1[CH2:8][CH2:7][N:6]([C:9](=[O:35])[C@H:10]([NH:14][C:15]([C:17]2[C:25]3[C:20](=[N:21][CH:22]=[C:23](Br)[N:24]=3)[N:19]([CH2:27][O:28][CH2:29][CH2:30][Si:31]([CH3:34])([CH3:33])[CH3:32])[CH:18]=2)=[O:16])[CH:11]2[CH2:13][CH2:12]2)[CH2:5][CH2:4]1)#[N:2].[I-:36].[Na+].CN[C@@H]1CCCC[C@H]1NC.[Cl:48][C:49]1[CH:50]=[C:51]2[C:55](=[CH:56][CH:57]=1)[NH:54][N:53]=[CH:52]2.[O-]P([O-])([O-])=O.[K+].[K+].[K+], predict the reaction product. The product is: [C:1]([CH:3]1[CH2:8][CH2:7][N:6]([C:9](=[O:35])[C@H:10]([NH:14][C:15]([C:17]2[C:25]3[C:20](=[N:21][CH:22]=[C:23]([N:54]4[C:55]5[C:51](=[CH:50][C:49]([Cl:48])=[CH:57][CH:56]=5)[CH:52]=[N:53]4)[N:24]=3)[N:19]([CH2:27][O:28][CH2:29][CH2:30][Si:31]([CH3:34])([CH3:33])[CH3:32])[CH:18]=2)=[O:16])[CH:11]2[CH2:13][CH2:12]2)[CH2:5][CH2:4]1)#[N:2].[C:1]([CH:3]1[CH2:8][CH2:7][N:6]([C:9](=[O:35])[C@H:10]([NH:14][C:15]([C:17]2[C:25]3[C:20](=[N:21][CH:22]=[C:23]([I:36])[N:24]=3)[N:19]([CH2:27][O:28][CH2:29][CH2:30][Si:31]([CH3:34])([CH3:33])[CH3:32])[CH:18]=2)=[O:16])[CH:11]2[CH2:13][CH2:12]2)[CH2:5][CH2:4]1)#[N:2]. (2) The product is: [CH3:14][O:13][C:12]1[N:7]2[N:6]=[C:5]([C:3]([OH:1])=[O:4])[CH:23]=[C:8]2[C:9]([C:15]2[CH:16]([CH3:22])[CH2:17][C:18](=[O:21])[NH:19][N:20]=2)=[CH:10][CH:11]=1. Given the reactants [OH-:1].[Na+].[CH:3]([C:5]1[CH:23]=[C:8]2[C:9]([C:15]3[CH:16]([CH3:22])[CH2:17][C:18](=[O:21])[NH:19][N:20]=3)=[CH:10][CH:11]=[C:12]([O:13][CH3:14])[N:7]2[N:6]=1)=[O:4].Cl, predict the reaction product. (3) Given the reactants [O-]P([O-])([O-])=O.[K+].[K+].[K+].[Cl:9][C:10]1[CH:11]=[C:12]2[C:16](=[CH:17][C:18]=1[Cl:19])[NH:15][N:14]=[CH:13]2.[C:20]([CH:22]1[CH2:27][CH2:26][N:25]([C:28](=[O:54])[C@H:29]([NH:33][C:34]([C:36]2[C:44]3[C:39](=[N:40][CH:41]=[C:42](I)[N:43]=3)[N:38]([CH2:46][O:47][CH2:48][CH2:49][Si:50]([CH3:53])([CH3:52])[CH3:51])[CH:37]=2)=[O:35])[CH:30]2[CH2:32][CH2:31]2)[CH2:24][CH2:23]1)#[N:21].CN[C@@H]1CCCC[C@H]1NC, predict the reaction product. The product is: [C:20]([CH:22]1[CH2:27][CH2:26][N:25]([C:28](=[O:54])[C@H:29]([NH:33][C:34]([C:36]2[C:44]3[C:39](=[N:40][CH:41]=[C:42]([N:15]4[C:16]5[C:12](=[CH:11][C:10]([Cl:9])=[C:18]([Cl:19])[CH:17]=5)[CH:13]=[N:14]4)[N:43]=3)[N:38]([CH2:46][O:47][CH2:48][CH2:49][Si:50]([CH3:52])([CH3:51])[CH3:53])[CH:37]=2)=[O:35])[CH:30]2[CH2:31][CH2:32]2)[CH2:24][CH2:23]1)#[N:21]. (4) Given the reactants [OH:1][C:2]1[CH:7]=[CH:6][C:5]([N:8]2[C:12]([CH3:14])([CH3:13])[C:11](=[O:15])[N:10]([C:16]3[CH:23]=[CH:22][C:19]([C:20]#[N:21])=[C:18]([C:24]([F:27])([F:26])[F:25])[CH:17]=3)[C:9]2=[S:28])=[CH:4][CH:3]=1.CC(C)(C(=O)[C@H:34]([CH2:36][OH:37])[CH3:35])C=O.N(C(N1CCCCC1)=O)=NC(N1CCCCC1)=[O:43].[CH2:58](P(CCCC)CCCC)[CH2:59][CH2:60]C, predict the reaction product. The product is: [CH3:58][C:59]1([CH3:60])[O:43][C@@H:34]([CH2:35][O:1][C:2]2[CH:3]=[CH:4][C:5]([N:8]3[C:12]([CH3:14])([CH3:13])[C:11](=[O:15])[N:10]([C:16]4[CH:23]=[CH:22][C:19]([C:20]#[N:21])=[C:18]([C:24]([F:26])([F:27])[F:25])[CH:17]=4)[C:9]3=[S:28])=[CH:6][CH:7]=2)[CH2:36][O:37]1. (5) Given the reactants [Cl:1][C:2]1[CH:7]=[CH:6][CH:5]=[CH:4][C:3]=1[C@@H:8]1[CH2:10][C@H:9]1[CH:11]([NH:13][O:14][CH3:15])[CH3:12].C(N(CC)CC)C.[F:23][CH:24]([F:34])[C:25]1[C:29]([C:30](Cl)=[O:31])=[CH:28][N:27]([CH3:33])[N:26]=1, predict the reaction product. The product is: [Cl:1][C:2]1[CH:7]=[CH:6][CH:5]=[CH:4][C:3]=1[C@@H:8]1[CH2:10][C@H:9]1[CH:11]([N:13]([O:14][CH3:15])[C:30]([C:29]1[C:25]([CH:24]([F:34])[F:23])=[N:26][N:27]([CH3:33])[CH:28]=1)=[O:31])[CH3:12].